Dataset: Forward reaction prediction with 1.9M reactions from USPTO patents (1976-2016). Task: Predict the product of the given reaction. (1) Given the reactants [Br:1][C:2]1[CH:10]=[CH:9][C:5]([C:6]([OH:8])=O)=[CH:4][C:3]=1[I:11].[F:12][C:13]([F:23])([F:22])[O:14][C:15]1[CH:21]=[CH:20][C:18]([NH2:19])=[CH:17][CH:16]=1, predict the reaction product. The product is: [Br:1][C:2]1[CH:10]=[CH:9][C:5]([C:6]([NH:19][C:18]2[CH:20]=[CH:21][C:15]([O:14][C:13]([F:12])([F:22])[F:23])=[CH:16][CH:17]=2)=[O:8])=[CH:4][C:3]=1[I:11]. (2) Given the reactants [CH3:1][O:2][N:3]([C:32]([C:45]1[CH:50]=[CH:49][CH:48]=[CH:47][CH:46]=1)([C:39]1[CH:44]=[CH:43][CH:42]=[CH:41][CH:40]=1)[C:33]1[CH:38]=[CH:37][CH:36]=[CH:35][CH:34]=1)[C:4]1[NH:5][C:6](=[O:31])[C:7]2[N:8]=[CH:9][N:10]([C@@H:13]3[O:18][C@H:17]([CH2:19][O:20][Si:21]([C:24]([CH3:27])([CH3:26])[CH3:25])([CH3:23])[CH3:22])[C@@H:15]([OH:16])[C@@:14]3([C:29]#[CH:30])[F:28])[C:11]=2[N:12]=1.C1(C)C=CC(S(O)(=O)=O)=CC=1.[O:62]1[CH:67]=[CH:66][CH2:65][CH2:64][CH2:63]1, predict the reaction product. The product is: [CH3:1][O:2][N:3]([C:32]([C:39]1[CH:40]=[CH:41][CH:42]=[CH:43][CH:44]=1)([C:45]1[CH:46]=[CH:47][CH:48]=[CH:49][CH:50]=1)[C:33]1[CH:34]=[CH:35][CH:36]=[CH:37][CH:38]=1)[C:4]1[NH:5][C:6](=[O:31])[C:7]2[N:8]=[CH:9][N:10]([C@@H:13]3[O:18][C@H:17]([CH2:19][O:20][Si:21]([C:24]([CH3:27])([CH3:25])[CH3:26])([CH3:22])[CH3:23])[C@@H:15]([O:16][CH:63]4[CH2:64][CH2:65][CH2:66][CH2:67][O:62]4)[C@@:14]3([C:29]#[CH:30])[F:28])[C:11]=2[N:12]=1. (3) Given the reactants [NH2:1][C:2]1[CH:7]=[CH:6][C:5]([CH:8]([CH3:14])[C:9]([O:11][CH2:12][CH3:13])=[O:10])=[CH:4][C:3]=1[OH:15].[Cl:16][CH2:17][C:18](Cl)=[O:19], predict the reaction product. The product is: [Cl:16][CH2:17][C:18]([NH:1][C:2]1[CH:7]=[CH:6][C:5]([CH:8]([CH3:14])[C:9]([O:11][CH2:12][CH3:13])=[O:10])=[CH:4][C:3]=1[OH:15])=[O:19]. (4) Given the reactants [Cl-].[In+3].[Cl-].[Cl-].FC(F)(F)C(O)=O.O[CH:13]([C:19]1[CH:24]=[CH:23][C:22]([C:25]([F:28])([F:27])[F:26])=[CH:21][CH:20]=1)[CH:14]1[CH2:16][CH:15]1[C:17]#[N:18].[F:29][C:30]1[CH:31]=[C:32]2[C:36](=[C:37]([CH2:39][S:40]([CH3:43])(=[O:42])=[O:41])[CH:38]=1)[NH:35][CH:34]=[CH:33]2, predict the reaction product. The product is: [F:29][C:30]1[CH:31]=[C:32]2[C:36](=[C:37]([CH2:39][S:40]([CH3:43])(=[O:41])=[O:42])[CH:38]=1)[NH:35][CH:34]=[C:33]2[CH:13]([C:19]1[CH:24]=[CH:23][C:22]([C:25]([F:28])([F:27])[F:26])=[CH:21][CH:20]=1)[CH:14]1[CH2:16][CH:15]1[C:17]#[N:18]. (5) Given the reactants C([N:8]1[CH2:13][CH2:12][CH:11]([CH3:14])[CH:10]([N:15]([CH3:26])[C:16]2[C:17]3[CH2:24][C:23](=[O:25])[NH:22][C:18]=3[N:19]=[CH:20][N:21]=2)[CH2:9]1)C1C=CC=CC=1.C(O)(C(F)(F)F)=O, predict the reaction product. The product is: [CH3:26][N:15]([CH:10]1[CH:11]([CH3:14])[CH2:12][CH2:13][NH:8][CH2:9]1)[C:16]1[C:17]2[CH2:24][C:23](=[O:25])[NH:22][C:18]=2[N:19]=[CH:20][N:21]=1. (6) Given the reactants [CH2:1]([N:8]1[CH:12]=[C:11]([C:13](OCC)=[O:14])[C:10]([O:18][CH2:19][C:20]2[CH:25]=[CH:24][C:23]([O:26][CH2:27][C:28]3[N:29]=[C:30]([C:34]4[O:35][CH:36]=[CH:37][CH:38]=4)[O:31][C:32]=3[CH3:33])=[C:22]([O:39][CH2:40][O:41][CH3:42])[CH:21]=2)=[N:9]1)[C:2]1[CH:7]=[CH:6][CH:5]=[CH:4][CH:3]=1.[H-].[Al+3].[Li+].[H-].[H-].[H-].O.O.O.O.O.O.O.O.O.O.S([O-])([O-])(=O)=O.[Na+].[Na+], predict the reaction product. The product is: [CH2:1]([N:8]1[CH:12]=[C:11]([CH2:13][OH:14])[C:10]([O:18][CH2:19][C:20]2[CH:25]=[CH:24][C:23]([O:26][CH2:27][C:28]3[N:29]=[C:30]([C:34]4[O:35][CH:36]=[CH:37][CH:38]=4)[O:31][C:32]=3[CH3:33])=[C:22]([O:39][CH2:40][O:41][CH3:42])[CH:21]=2)=[N:9]1)[C:2]1[CH:3]=[CH:4][CH:5]=[CH:6][CH:7]=1. (7) Given the reactants [N:1]1([CH2:6][C:7]2[CH:12]=[CH:11][C:10]([C@@H:13]3[CH2:16][C@H:15]([CH2:17]OS(C4C=CC(C)=CC=4)(=O)=O)[CH2:14]3)=[CH:9][CH:8]=2)[CH2:5][CH2:4][CH2:3][CH2:2]1.[NH4+:29].[OH-:30], predict the reaction product. The product is: [N:1]1([CH2:6][C:7]2[CH:8]=[CH:9][C:10]([C@@H:13]3[CH2:14][C@H:15]([CH2:17][N:29]4[CH2:4][CH2:5][N:1]([C:6](=[O:30])[CH3:7])[CH2:2][CH2:3]4)[CH2:16]3)=[CH:11][CH:12]=2)[CH2:2][CH2:3][CH2:4][CH2:5]1. (8) Given the reactants [C:1]1([C:20]2[CH:25]=[CH:24][CH:23]=[CH:22][CH:21]=2)[CH:6]=[CH:5][C:4]([CH2:7][C@H:8]2[N:12]([C:13](=[O:18])[C:14]([CH3:17])([CH3:16])[CH3:15])[C:11](=[O:19])[CH2:10][CH2:9]2)=[CH:3][CH:2]=1.C[Si]([N-][Si](C)(C)C)(C)C.[Li+].C1([Se]Br)C=CC=CC=1.O, predict the reaction product. The product is: [C:1]1([C:20]2[CH:21]=[CH:22][CH:23]=[CH:24][CH:25]=2)[CH:2]=[CH:3][C:4]([CH2:7][C@H:8]2[N:12]([C:13](=[O:18])[C:14]([CH3:16])([CH3:17])[CH3:15])[C:11](=[O:19])[CH:10]=[CH:9]2)=[CH:5][CH:6]=1. (9) The product is: [CH2:1]([N:8]1[C:16]2[C:15](=[O:17])[N:14]([CH2:22][CH2:23][CH2:24][CH2:25][C:26](=[O:28])[CH3:27])[C:13](=[O:18])[N:12]([CH2:19][CH3:20])[C:11]=2[N:10]=[CH:9]1)[C:2]1[CH:7]=[CH:6][CH:5]=[CH:4][CH:3]=1. Given the reactants [CH2:1]([N:8]1[C:16]2[C:15](=[O:17])[NH:14][C:13](=[O:18])[N:12]([CH2:19][CH3:20])[C:11]=2[N:10]=[CH:9]1)[C:2]1[CH:7]=[CH:6][CH:5]=[CH:4][CH:3]=1.Cl[CH2:22][CH2:23][CH2:24][CH2:25][C:26](=[O:28])[CH3:27], predict the reaction product.